This data is from Catalyst prediction with 721,799 reactions and 888 catalyst types from USPTO. The task is: Predict which catalyst facilitates the given reaction. The catalyst class is: 232. Product: [F:9][C:10]1[CH:15]=[C:14]([S:16]([CH3:19])(=[O:17])=[O:18])[CH:13]=[CH:12][C:11]=1[NH:20][C:21]1[C:22]2[O:29][CH:28]=[CH:27][C:23]=2[N:24]([C:39]2[CH:40]=[CH:41][N:36]=[C:37]([CH:42]=[O:43])[CH:38]=2)[CH2:25][N:26]=1. Reactant: C(N(CC)CC)C.Cl.[F:9][C:10]1[CH:15]=[C:14]([S:16]([CH3:19])(=[O:18])=[O:17])[CH:13]=[CH:12][C:11]=1[NH:20][C:21]1[C:22]2[O:29][CH:28]=[C:27](C3CCNCC3)[C:23]=2[N:24]=[CH:25][N:26]=1.[N:36]1[CH:41]=[CH:40][CH:39]=[CH:38][C:37]=1[C:42](O)=[O:43].Cl.C(N=C=NCCCN(C)C)C.